Dataset: Full USPTO retrosynthesis dataset with 1.9M reactions from patents (1976-2016). Task: Predict the reactants needed to synthesize the given product. (1) Given the product [OH:30][C:5]1[C:4]([CH3:23])=[N:3][N:2]([CH3:1])[C:7](=[O:8])[C:6]=1[C:9]1[C:17]2[C:12](=[CH:13][CH:14]=[CH:15][CH:16]=2)[N:11]([CH3:18])[CH:10]=1, predict the reactants needed to synthesize it. The reactants are: [CH3:1][N:2]1[C:7](=[O:8])[C:6]([C:9]2[C:17]3[C:12](=[CH:13][CH:14]=[CH:15][CH:16]=3)[N:11]([CH3:18])[CH:10]=2)=[C:5](S(C)(=O)=O)[C:4]([CH3:23])=[N:3]1.CN1CCCC1=[O:30].[OH-].[Na+]. (2) Given the product [C:20]1([CH:26]([C:33]2[CH:38]=[CH:37][CH:36]=[CH:35][CH:34]=2)[CH2:27][CH2:28][NH:29][C:30]2[S:31][C:2]3[CH2:11][CH2:10][C:9]4[C:4](=[CH:5][CH:6]=[CH:7][C:8]=4[O:12][CH2:13][C:14]([O:16][CH2:17][CH3:18])=[O:15])[C:3]=3[N:32]=2)[CH:21]=[CH:22][CH:23]=[CH:24][CH:25]=1, predict the reactants needed to synthesize it. The reactants are: Br[CH:2]1[CH2:11][CH2:10][C:9]2[C:8]([O:12][CH2:13][C:14]([O:16][CH2:17][CH3:18])=[O:15])=[CH:7][CH:6]=[CH:5][C:4]=2[C:3]1=O.[C:20]1([CH:26]([C:33]2[CH:38]=[CH:37][CH:36]=[CH:35][CH:34]=2)[CH2:27][CH2:28][NH:29][C:30]([NH2:32])=[S:31])[CH:25]=[CH:24][CH:23]=[CH:22][CH:21]=1.C(#N)C.C(N(CC)CC)C. (3) Given the product [ClH:1].[NH2:18][C:15]1[CH:16]=[CH:17][C:8]([C:5]2[CH:4]=[CH:3][C:2]([Cl:1])=[CH:7][CH:6]=2)=[C:9]2[C:14]=1[CH2:13][N:12]([CH3:21])[CH2:11][CH2:10]2, predict the reactants needed to synthesize it. The reactants are: [Cl:1][C:2]1[CH:7]=[CH:6][C:5]([C:8]2[CH:17]=[CH:16][C:15]([N+:18]([O-])=O)=[C:14]3[C:9]=2[CH2:10][CH2:11][N:12]([CH3:21])[CH2:13]3)=[CH:4][CH:3]=1.S(=O)(=O)(O)O. (4) Given the product [F:12][C:9]1[CH:10]=[CH:11][C:2]([C:18]2[O:19][CH:20]=[CH:21][N:22]=2)=[C:3]([CH:8]=1)[C:4]([O:6][CH3:7])=[O:5], predict the reactants needed to synthesize it. The reactants are: Br[C:2]1[CH:11]=[CH:10][C:9]([F:12])=[CH:8][C:3]=1[C:4]([O:6][CH3:7])=[O:5].C([Sn](CCCC)(CCCC)[C:18]1[O:19][CH:20]=[CH:21][N:22]=1)CCC. (5) Given the product [F:20][C:21]([F:34])([F:33])[S:22]([O:13][C:9]1[CH:8]=[CH:7][C:6]2[C:11](=[CH:12][C:3]([O:2][CH3:1])=[CH:4][CH:5]=2)[CH:10]=1)(=[O:24])=[O:23], predict the reactants needed to synthesize it. The reactants are: [CH3:1][O:2][C:3]1[CH:12]=[C:11]2[C:6]([CH:7]=[CH:8][C:9]([OH:13])=[CH:10]2)=[CH:5][CH:4]=1.N1C=CC=CC=1.[F:20][C:21]([F:34])([F:33])[S:22](O[S:22]([C:21]([F:34])([F:33])[F:20])(=[O:24])=[O:23])(=[O:24])=[O:23].C(OCC)C. (6) Given the product [CH3:1][O:2][C:3]1[CH:4]=[C:5]([CH2:6][CH2:7][NH:8][C:18]([CH:12]2[CH2:17][CH2:16][CH2:15][CH2:14][CH2:13]2)=[O:19])[CH:9]=[CH:10][CH:11]=1, predict the reactants needed to synthesize it. The reactants are: [CH3:1][O:2][C:3]1[CH:4]=[C:5]([CH:9]=[CH:10][CH:11]=1)[CH2:6][CH2:7][NH2:8].[CH:12]1([C:18](O)=[O:19])[CH2:17][CH2:16][CH2:15][CH2:14][CH2:13]1.O.ON1C2C=CC=CC=2N=N1.Cl.CN(C)CCCN=C=NCC. (7) Given the product [CH2:26]([O:28][C:29]([C:31]1([C:36]2[CH:41]=[CH:40][C:39]([C:20]3[CH:21]=[CH:22][C:17]([C:16]4[O:15][N:14]=[C:13]([CH3:24])[C:12]=4[NH:11][C:10]([O:9][C@@H:7]([C:1]4[CH:6]=[CH:5][CH:4]=[CH:3][CH:2]=4)[CH3:8])=[O:25])=[CH:18][CH:19]=3)=[CH:38][CH:37]=2)[CH2:32][CH2:33][CH2:34][CH2:35]1)=[O:30])[CH3:27], predict the reactants needed to synthesize it. The reactants are: [C:1]1([C@H:7]([O:9][C:10](=[O:25])[NH:11][C:12]2[C:13]([CH3:24])=[N:14][O:15][C:16]=2[C:17]2[CH:22]=[CH:21][C:20](Br)=[CH:19][CH:18]=2)[CH3:8])[CH:6]=[CH:5][CH:4]=[CH:3][CH:2]=1.[CH2:26]([O:28][C:29]([C:31]1([C:36]2[CH:41]=[CH:40][C:39](B3OC(C)(C)C(C)(C)O3)=[CH:38][CH:37]=2)[CH2:35][CH2:34][CH2:33][CH2:32]1)=[O:30])[CH3:27].C(=O)([O-])[O-].[K+].[K+].COCCOC.